This data is from Full USPTO retrosynthesis dataset with 1.9M reactions from patents (1976-2016). The task is: Predict the reactants needed to synthesize the given product. Given the product [CH2:1]([N:3]1[C:7]2[N:8]=[CH:9][C:10]([C:19]3[N:22]=[C:32]([CH2:31][C:28]4[CH:29]=[CH:30][C:25]([O:24][CH3:23])=[CH:26][CH:27]=4)[O:21][N:20]=3)=[C:11]([NH:12][CH:13]3[CH2:14][CH2:15][O:16][CH2:17][CH2:18]3)[C:6]=2[CH:5]=[N:4]1)[CH3:2], predict the reactants needed to synthesize it. The reactants are: [CH2:1]([N:3]1[C:7]2=[N:8][CH:9]=[C:10]([C:19](=[NH:22])[NH:20][OH:21])[C:11]([NH:12][CH:13]3[CH2:18][CH2:17][O:16][CH2:15][CH2:14]3)=[C:6]2[CH:5]=[N:4]1)[CH3:2].[CH3:23][O:24][C:25]1[CH:30]=[CH:29][C:28]([CH2:31][C:32](O)=O)=[CH:27][CH:26]=1.